Dataset: Forward reaction prediction with 1.9M reactions from USPTO patents (1976-2016). Task: Predict the product of the given reaction. (1) The product is: [S:1]1([C:12]2[C:7](=[CH:8][CH:9]=[CH:10][CH:11]=2)[C:5](=[O:6])[NH:4]1)(=[O:2])=[O:3].[S:1]1([C:12]2[C:7](=[CH:8][CH:9]=[CH:10][CH:11]=2)[C:5](=[O:6])[NH:4]1)(=[O:2])=[O:3].[NH2:13][C:14]1[N:19]=[C:18]([CH3:20])[C:17]([CH2:21][C:22]2[CH:23]=[CH:24][C:25]([CH2:28][C:29]([O:31][CH2:32][CH2:33][CH2:34][CH2:35][N:36]([CH3:37])[CH3:38])=[O:30])=[CH:26][CH:27]=2)=[C:16]([NH:39][CH2:40][CH2:41][CH2:42][CH2:43][CH3:44])[N:15]=1. Given the reactants [S:1]1([C:12]2[C:7](=[CH:8][CH:9]=[CH:10][CH:11]=2)[C:5](=[O:6])[NH:4]1)(=[O:3])=[O:2].[NH2:13][C:14]1[N:19]=[C:18]([CH3:20])[C:17]([CH2:21][C:22]2[CH:27]=[CH:26][C:25]([CH2:28][C:29]([O:31][CH2:32][CH2:33][CH2:34][CH2:35][N:36]([CH3:38])[CH3:37])=[O:30])=[CH:24][CH:23]=2)=[C:16]([NH:39][CH2:40][CH2:41][CH2:42][CH2:43][CH3:44])[N:15]=1, predict the reaction product. (2) Given the reactants Br[C:2]1[CH:7]=[CH:6][C:5]([C:8]([F:11])([F:10])[F:9])=[CH:4][C:3]=1[NH:12][C:13](=[O:19])[O:14][C:15]([CH3:18])([CH3:17])[CH3:16].[CH3:20][C:21]1([CH3:37])[C:25]([CH3:27])([CH3:26])[O:24][B:23]([B:23]2[O:24][C:25]([CH3:27])([CH3:26])[C:21]([CH3:37])([CH3:20])[O:22]2)[O:22]1.C([O-])(=O)C.[Na+], predict the reaction product. The product is: [CH3:20][C:21]1([CH3:37])[C:25]([CH3:27])([CH3:26])[O:24][B:23]([C:2]2[CH:7]=[CH:6][C:5]([C:8]([F:11])([F:10])[F:9])=[CH:4][C:3]=2[NH:12][C:13](=[O:19])[O:14][C:15]([CH3:18])([CH3:17])[CH3:16])[O:22]1. (3) Given the reactants [Br:1][C:2]1[CH:3]=[C:4]2[C:9](=[CH:10][CH:11]=1)[N:8]1[CH:12]=[CH:13][CH:14]=[C:7]1[CH:6]([CH3:15])[NH:5]2.[C:16](Cl)(=[O:25])[C:17]1[CH:22]=[CH:21][C:20]([O:23][CH3:24])=[CH:19][CH:18]=1, predict the reaction product. The product is: [Br:1][C:2]1[CH:3]=[C:4]2[C:9](=[CH:10][CH:11]=1)[N:8]1[CH:12]=[CH:13][CH:14]=[C:7]1[CH:6]([CH3:15])[N:5]2[C:16](=[O:25])[C:17]1[CH:22]=[CH:21][C:20]([O:23][CH3:24])=[CH:19][CH:18]=1. (4) Given the reactants [Cl:1][C:2]1[N:6]2[CH:7]=[CH:8][CH:9]=[C:10]([C:11]([F:14])([F:13])[F:12])[C:5]2=[N:4][C:3]=1[C:15]([OH:17])=O.C(N(C(C)C)C(C)C)C.[NH:27]1[CH2:32][CH2:31][CH:30]([N:33]2[CH2:37][CH2:36][O:35][C:34]2=[O:38])[CH2:29][CH2:28]1.F[P-](F)(F)(F)(F)F.CN(C(ON1C2=NC=CC=C2N=N1)=[N+](C)C)C, predict the reaction product. The product is: [Cl:1][C:2]1[N:6]2[CH:7]=[CH:8][CH:9]=[C:10]([C:11]([F:12])([F:13])[F:14])[C:5]2=[N:4][C:3]=1[C:15]([N:27]1[CH2:28][CH2:29][CH:30]([N:33]2[CH2:37][CH2:36][O:35][C:34]2=[O:38])[CH2:31][CH2:32]1)=[O:17].